From a dataset of Forward reaction prediction with 1.9M reactions from USPTO patents (1976-2016). Predict the product of the given reaction. (1) Given the reactants [Cl:1][C:2]1(C)[CH:7]=[CH:6][N:5]=[C:4]([O:8][C:9]2[C:14]([CH3:15])=[CH:13][C:12]([CH3:16])=[CH:11][C:10]=2[CH3:17])[CH:3]1[CH2:18][OH:19].[Cr](Cl)([O-])(=O)=O.[NH+]1C=CC=C[CH:27]=1, predict the reaction product. The product is: [Cl:1][C:2]1[CH:7]=[C:6]([CH3:27])[N:5]=[C:4]([O:8][C:9]2[C:10]([CH3:17])=[CH:11][C:12]([CH3:16])=[CH:13][C:14]=2[CH3:15])[C:3]=1[CH:18]=[O:19]. (2) Given the reactants [OH:1][C@@H:2]([CH2:28][OH:29])[CH2:3][NH:4][C:5]([C:7]1[C:8](=[O:27])[N:9]([CH3:26])[C:10]2[C:15]([C:16]=1[OH:17])=[N:14][CH:13]=[C:12]([CH2:18][C:19]1[CH:24]=[CH:23][C:22]([F:25])=[CH:21][CH:20]=1)[CH:11]=2)=[O:6].[OH-].[Na+:31], predict the reaction product. The product is: [OH:1][C@@H:2]([CH2:28][OH:29])[CH2:3][NH:4][C:5]([C:7]1[C:8](=[O:27])[N:9]([CH3:26])[C:10]2[C:15]([C:16]=1[O-:17])=[N:14][CH:13]=[C:12]([CH2:18][C:19]1[CH:20]=[CH:21][C:22]([F:25])=[CH:23][CH:24]=1)[CH:11]=2)=[O:6].[Na+:31]. (3) Given the reactants [CH2:1]([C@@H:8]([CH2:12][CH2:13][C@H:14]([CH2:32][C:33]1[CH:38]=[CH:37][CH:36]=[CH:35][CH:34]=1)[C:15](=[O:31])[NH:16][C@@H:17]1[CH2:23][CH2:22][CH2:21][CH2:20][N:19]([C:24]2[CH:29]=[CH:28][CH:27]=[CH:26][CH:25]=2)[C:18]1=[O:30])[C:9](O)=[O:10])[C:2]1[CH:7]=[CH:6][CH:5]=[CH:4][CH:3]=1.[NH2:39][C@H:40]1[CH2:46][CH2:45][S:44][C@H:43]2[CH2:47][CH2:48][CH2:49][CH2:50][N:42]2[C:41]1=[O:51], predict the reaction product. The product is: [CH2:32]([C@@H:14]([CH2:13][CH2:12][C@H:8]([CH2:1][C:2]1[CH:3]=[CH:4][CH:5]=[CH:6][CH:7]=1)[C:9]([NH:39][C@H:40]1[CH2:46][CH2:45][S:44][C@H:43]2[CH2:47][CH2:48][CH2:49][CH2:50][N:42]2[C:41]1=[O:51])=[O:10])[C:15]([NH:16][C@H:17]1[CH2:23][CH2:22][CH2:21][CH2:20][N:19]([C:24]2[CH:25]=[CH:26][CH:27]=[CH:28][CH:29]=2)[C:18]1=[O:30])=[O:31])[C:33]1[CH:34]=[CH:35][CH:36]=[CH:37][CH:38]=1. (4) The product is: [Cl:11][C:12]1[CH:13]=[CH:14][C:15]([C:18]2[CH:19]=[CH:20][C:21]([C:24]#[C:25][C:26]3[CH:39]=[CH:38][C:29]([O:30][CH2:31][CH2:32][N:33]([CH2:34][CH:35]4[CH2:37][CH2:36]4)[CH2:10][C:9]#[CH:8])=[C:28]([CH3:40])[CH:27]=3)=[N:22][CH:23]=2)=[CH:16][CH:17]=1. Given the reactants C([O-])([O-])=O.[K+].[K+].Br[CH2:8][C:9]#[CH:10].[Cl:11][C:12]1[CH:17]=[CH:16][C:15]([C:18]2[CH:19]=[CH:20][C:21]([C:24]#[C:25][C:26]3[CH:39]=[CH:38][C:29]([O:30][CH2:31][CH2:32][NH:33][CH2:34][CH:35]4[CH2:37][CH2:36]4)=[C:28]([CH3:40])[CH:27]=3)=[N:22][CH:23]=2)=[CH:14][CH:13]=1, predict the reaction product. (5) Given the reactants [F:1][C:2]1[CH:3]=[C:4]([CH:7]=[CH:8][C:9]=1[C@@H:10]1[N:14]2[CH:15]=[N:16][CH:17]=[C:13]2[C@@:12]([OH:25])([C:18]2[CH:23]=[CH:22][CH:21]=[C:20]([OH:24])[CH:19]=2)[CH2:11]1)[C:5]#[N:6].C(N(CC)CC)C.N(C1C=CC=CC=1)([S:34]([C:37]([F:40])([F:39])[F:38])(=[O:36])=[O:35])[S:34]([C:37]([F:40])([F:39])[F:38])(=[O:36])=[O:35], predict the reaction product. The product is: [F:38][C:37]([F:40])([F:39])[S:34]([O:24][C:20]1[CH:21]=[CH:22][CH:23]=[C:18]([C@:12]2([OH:25])[C:13]3[N:14]([CH:15]=[N:16][CH:17]=3)[C@@H:10]([C:9]3[CH:8]=[CH:7][C:4]([C:5]#[N:6])=[CH:3][C:2]=3[F:1])[CH2:11]2)[CH:19]=1)(=[O:36])=[O:35].